The task is: Predict the reaction yield, written as a fraction of the theoretical maximum amount of product (1.0 means a 100% yield; for example, 0.34 means a 34% yield).. This data is from Reaction yield outcomes from USPTO patents with 853,638 reactions. (1) The reactants are C[Al](C)C.[NH2:5][C:6]1[CH:11]=[CH:10][CH:9]=[CH:8][CH:7]=1.C([O:14][C:15]([C:17]1[N:21]2[N:22]=[C:23]([Cl:31])[C:24]([CH:26]3[CH2:30][CH2:29][CH2:28][CH2:27]3)=[CH:25][C:20]2=[N:19][CH:18]=1)=O)C. The catalyst is ClCCl. The product is [C:6]1([NH:5][C:15]([C:17]2[N:21]3[N:22]=[C:23]([Cl:31])[C:24]([CH:26]4[CH2:30][CH2:29][CH2:28][CH2:27]4)=[CH:25][C:20]3=[N:19][CH:18]=2)=[O:14])[CH:11]=[CH:10][CH:9]=[CH:8][CH:7]=1. The yield is 0.700. (2) The reactants are Br[C:2]1[C:7]([N:8]([CH3:10])[CH3:9])=[CH:6][C:5]([C:11]2[CH:16]=[CH:15][C:14]([Cl:17])=[CH:13][CH:12]=2)=[CH:4][N:3]=1.[CH3:18][Si:19]([C:22]#[CH:23])([CH3:21])[CH3:20]. No catalyst specified. The product is [Cl:17][C:14]1[CH:15]=[CH:16][C:11]([C:5]2[CH:6]=[C:7]([N:8]([CH3:10])[CH3:9])[C:2]([C:23]#[C:22][Si:19]([CH3:21])([CH3:20])[CH3:18])=[N:3][CH:4]=2)=[CH:12][CH:13]=1. The yield is 1.00. (3) The reactants are [H-].[Na+].[CH3:3][S:4]([NH2:7])(=[O:6])=[O:5].[F:8][C:9]1[CH:18]=[CH:17][C:16]2[NH:15][CH:14]([C:19]3[CH:24]=[CH:23][CH:22]=[C:21]([N:25]4[CH2:30][CH2:29][O:28][CH2:27][CH2:26]4)[CH:20]=3)[C:13]([CH3:32])([CH3:31])[CH2:12][C:11]=2[C:10]=1[C:33](O)=[O:34].C(N1C=CN=C1)(N1C=CN=C1)=O. The catalyst is CN(C)C=O. The product is [F:8][C:9]1[CH:18]=[CH:17][C:16]2[NH:15][CH:14]([C:19]3[CH:24]=[CH:23][CH:22]=[C:21]([N:25]4[CH2:26][CH2:27][O:28][CH2:29][CH2:30]4)[CH:20]=3)[C:13]([CH3:31])([CH3:32])[CH2:12][C:11]=2[C:10]=1[C:33]([NH:7][S:4]([CH3:3])(=[O:6])=[O:5])=[O:34]. The yield is 0.300. (4) The reactants are [H-].[Na+].[CH2:3]([C:7]1[C:11]([CH2:12][OH:13])=[C:10]([CH3:14])[O:9][N:8]=1)[CH2:4][CH2:5][CH3:6].[CH:15]([NH:18][C:19]([C:21]1[S:25][C:24](Cl)=[N:23][CH:22]=1)=[O:20])([CH3:17])[CH3:16].O. The catalyst is C1COCC1. The product is [CH:15]([NH:18][C:19]([C:21]1[S:25][C:24]([O:13][CH2:12][C:11]2[C:7]([CH2:3][CH2:4][CH2:5][CH3:6])=[N:8][O:9][C:10]=2[CH3:14])=[N:23][CH:22]=1)=[O:20])([CH3:17])[CH3:16]. The yield is 0.430. (5) The reactants are [Br:1][C:2]1[C:7]([F:8])=[CH:6][C:5]([N:9]2[CH:14]=[C:13]([O:15][CH3:16])[C:12](=[O:17])[C:11]([C:18](N(OC)C)=[O:19])=[N:10]2)=[C:4]([F:24])[CH:3]=1.[CH3:25][Mg+].[Br-]. The catalyst is C1COCC1. The product is [C:18]([C:11]1[C:12](=[O:17])[C:13]([O:15][CH3:16])=[CH:14][N:9]([C:5]2[CH:6]=[C:7]([F:8])[C:2]([Br:1])=[CH:3][C:4]=2[F:24])[N:10]=1)(=[O:19])[CH3:25]. The yield is 0.800. (6) The reactants are [O:1]1[C:5]2[CH:6]=[CH:7][C:8]([CH:10]=[O:11])=[CH:9][C:4]=2[CH:3]=[CH:2]1.[CH2:12](O)[CH2:13][OH:14].C(OC)(OC)OC.[Br-].[Br-].[Br-].C([N+](CCCC)(CCCC)CCCC)CCC.C([N+](CCCC)(CCCC)CCCC)CCC.C([N+](CCCC)(CCCC)CCCC)CCC.C([O-])(O)=O.[Na+]. No catalyst specified. The product is [O:11]1[CH2:12][CH2:13][O:14][CH:10]1[C:8]1[CH:7]=[CH:6][C:5]2[O:1][CH:2]=[CH:3][C:4]=2[CH:9]=1. The yield is 0.360.